Dataset: Forward reaction prediction with 1.9M reactions from USPTO patents (1976-2016). Task: Predict the product of the given reaction. (1) Given the reactants [CH:1]1([C:4]2[N:13]=C(NCCNC3C=CC=CC=3)[C:11]3[C:6](=[CH:7][C:8]([O:26][CH3:27])=[C:9]([O:24][CH3:25])[CH:10]=3)[N:5]=2)[CH2:3][CH2:2]1.[CH3:28][O:29][C:30]1[CH:35]=[CH:34][CH:33]=[CH:32][C:31]=1[N:36]([CH3:41])[CH2:37][CH2:38][NH:39][CH3:40].[C:42]1(NCCN)C=CC=CC=1, predict the reaction product. The product is: [CH:1]1([C:4]2[N:13]=[C:40]([N:39]([CH3:42])[CH2:38][CH2:37][N:36]([C:31]3[CH:32]=[CH:33][CH:34]=[CH:35][C:30]=3[O:29][CH3:28])[CH3:41])[C:11]3[C:6](=[CH:7][C:8]([O:26][CH3:27])=[C:9]([O:24][CH3:25])[CH:10]=3)[N:5]=2)[CH2:2][CH2:3]1. (2) Given the reactants C(N1CC2C(C2[CH:14](Cl)[C:15](N)=[O:16])C1)C1C=CC=CC=1.[CH2:19]([N:26]1[CH2:31][CH:30]2[CH:28]([CH:29]2[NH2:32])[CH2:27]1)[C:20]1[CH:25]=[CH:24][CH:23]=[CH:22][CH:21]=1.ClC[C:35](Cl)=[O:36].[I-].[K+].COC1C=CC(C)=CC=1[CH:49]([CH2:53][C:54]1[CH:59]=[CH:58][CH:57]=[CH:56][CH:55]=1)[C:50]([OH:52])=[O:51].N12CCCN=C1CCCCC2.[C:71]1(C)[C:72]([CH3:77])=[CH:73][CH:74]=[CH:75][CH:76]=1, predict the reaction product. The product is: [CH2:19]([N:26]1[CH2:31][CH:30]2[CH:28]([CH:29]2[NH:32][C:15]([CH2:14][O:52][C:50](=[O:51])[CH2:49][CH:53]([C:76]2[CH:71]=[C:72]([CH3:77])[CH:73]=[CH:74][C:75]=2[O:36][CH3:35])[C:54]2[CH:55]=[CH:56][CH:57]=[CH:58][CH:59]=2)=[O:16])[CH2:27]1)[C:20]1[CH:21]=[CH:22][CH:23]=[CH:24][CH:25]=1. (3) Given the reactants [C:1]([O:4][CH2:5][CH2:6][CH2:7][CH2:8][O:9][C:10]1[C:15]([Cl:16])=[CH:14][C:13]([OH:17])=[CH:12][C:11]=1[Cl:18])(=[O:3])[CH3:2].[Cl:19][C:20](Cl)([Cl:24])[CH2:21][CH2:22]Cl.C(=O)([O-])[O-].[K+].[K+], predict the reaction product. The product is: [C:1]([O:4][CH2:5][CH2:6][CH2:7][CH2:8][O:9][C:10]1[C:11]([Cl:18])=[CH:12][C:13]([O:17][CH2:22][CH:21]=[C:20]([Cl:24])[Cl:19])=[CH:14][C:15]=1[Cl:16])(=[O:3])[CH3:2]. (4) Given the reactants C([O:5][C:6]([C:8]1[C:9]([NH:14][C:15](=[O:40])[C:16]2[CH:21]=[C:20]([CH2:22][C:23]3[C:24](=[O:35])[C:25]([O:33][CH3:34])=[C:26]([O:31][CH3:32])[C:27](=[O:30])[C:28]=3[CH3:29])[CH:19]=[CH:18][C:17]=2[O:36][C:37](=[O:39])[CH3:38])=[N:10][CH:11]=[CH:12][CH:13]=1)=[O:7])(C)(C)C, predict the reaction product. The product is: [OH:7][C:6]([C:8]1[C:9]([NH:14][C:15](=[O:40])[C:16]2[CH:21]=[C:20]([CH2:22][C:23]3[C:24](=[O:35])[C:25]([O:33][CH3:34])=[C:26]([O:31][CH3:32])[C:27](=[O:30])[C:28]=3[CH3:29])[CH:19]=[CH:18][C:17]=2[O:36][C:37](=[O:39])[CH3:38])=[N:10][CH:11]=[CH:12][CH:13]=1)=[O:5]. (5) Given the reactants [CH3:1][O:2][C:3]1[CH:11]=[C:10]([C:12]([F:15])([F:14])[F:13])[CH:9]=[C:8]([C:16]([F:19])([F:18])[F:17])[C:4]=1[C:5]([OH:7])=O.C(N(CC)CC)C.C(S(Cl)(=O)=O)CC.[CH3:34][C:35]([N:45]1[CH2:49][CH2:48][CH2:47][CH2:46]1)([CH3:44])[C@H:36]([NH2:43])[C:37]1[CH:42]=[CH:41][CH:40]=[CH:39][CH:38]=1, predict the reaction product. The product is: [CH3:1][O:2][C:3]1[CH:11]=[C:10]([C:12]([F:14])([F:13])[F:15])[CH:9]=[C:8]([C:16]([F:18])([F:19])[F:17])[C:4]=1[C:5]([NH:43][CH:36]([C:37]1[CH:42]=[CH:41][CH:40]=[CH:39][CH:38]=1)[C:35]([CH3:44])([N:45]1[CH2:46][CH2:47][CH2:48][CH2:49]1)[CH3:34])=[O:7]. (6) Given the reactants C(OC([N:8]1[CH2:13][CH:12]=[C:11]([C:14]2[CH:19]=[CH:18][CH:17]=[C:16]([CH:20]([C:29]3[NH:33][C:32]4[CH:34]=[CH:35][CH:36]=[CH:37][C:31]=4[N:30]=3)[O:21][CH:22]3[CH2:27][CH2:26][N:25]([CH3:28])[CH2:24][CH2:23]3)[CH:15]=2)[CH2:10][CH2:9]1)=O)(C)(C)C.FC(F)(F)C(O)=O, predict the reaction product. The product is: [CH3:28][N:25]1[CH2:24][CH2:23][CH:22]([O:21][CH:20]([C:16]2[CH:17]=[CH:18][CH:19]=[C:14]([C:11]3[CH2:12][CH2:13][NH:8][CH2:9][CH:10]=3)[CH:15]=2)[C:29]2[NH:30][C:31]3[CH:37]=[CH:36][CH:35]=[CH:34][C:32]=3[N:33]=2)[CH2:27][CH2:26]1. (7) Given the reactants [NH2:1][C:2]1[CH:11]=[C:10]2[C:5]([CH:6]=[CH:7][C:8]([CH3:12])=[N:9]2)=[CH:4][CH:3]=1.[CH3:13][C:14]1[CH:15]=[C:16]([CH:20]=[CH:21][C:22]=1[C:23]1[CH:28]=[CH:27][N:26]=[CH:25][CH:24]=1)[C:17](O)=[O:18], predict the reaction product. The product is: [CH3:13][C:14]1[CH:15]=[C:16]([CH:20]=[CH:21][C:22]=1[C:23]1[CH:28]=[CH:27][N:26]=[CH:25][CH:24]=1)[C:17]([NH:1][C:2]1[CH:11]=[C:10]2[C:5]([CH:6]=[CH:7][C:8]([CH3:12])=[N:9]2)=[CH:4][CH:3]=1)=[O:18].